This data is from Peptide-MHC class II binding affinity with 134,281 pairs from IEDB. The task is: Regression. Given a peptide amino acid sequence and an MHC pseudo amino acid sequence, predict their binding affinity value. This is MHC class II binding data. (1) The peptide sequence is ADEEQQQALSSQMGF. The MHC is DRB1_0701 with pseudo-sequence DRB1_0701. The binding affinity (normalized) is 0.0600. (2) The binding affinity (normalized) is 0.347. The peptide sequence is AALLVVAVGLRVVCAKYALA. The MHC is DRB1_0404 with pseudo-sequence DRB1_0404. (3) The peptide sequence is SGRVTRDSRRLRRIC. The MHC is DRB1_1201 with pseudo-sequence DRB1_1201. The binding affinity (normalized) is 0.113. (4) The peptide sequence is AAAAPAAVGAAVGGT. The MHC is DRB4_0101 with pseudo-sequence DRB4_0103. The binding affinity (normalized) is 0.0988. (5) The peptide sequence is KGSNPNYLALLVKFV. The binding affinity (normalized) is 0.278. The MHC is DRB3_0101 with pseudo-sequence DRB3_0101. (6) The peptide sequence is ARVTVKDVTFRNITG. The MHC is DRB5_0101 with pseudo-sequence DRB5_0101. The binding affinity (normalized) is 0.508. (7) The peptide sequence is ALIAAFSIRPGLLIG. The MHC is DRB1_0801 with pseudo-sequence DRB1_0801. The binding affinity (normalized) is 0.770.